Dataset: Full USPTO retrosynthesis dataset with 1.9M reactions from patents (1976-2016). Task: Predict the reactants needed to synthesize the given product. (1) Given the product [I:14][C:15]1[CH:28]=[CH:27][C:18]2[C:19]([C:22]([CH3:26])([CH3:25])[CH2:23][NH2:24])=[CH:20][O:21][C:17]=2[CH:16]=1, predict the reactants needed to synthesize it. The reactants are: IC1C=CC2C(CCN)=COC=2C=1.[I:14][C:15]1[CH:28]=[CH:27][C:18]2[C:19]([C:22]([CH3:26])([CH3:25])[C:23]#[N:24])=[CH:20][O:21][C:17]=2[CH:16]=1. (2) The reactants are: C(OC([N:8]1[C:16]2[C:11](=[CH:12][C:13]([O:17][P:18]([CH3:26])([C:20]3[CH:25]=[CH:24][CH:23]=[CH:22][CH:21]=3)=[O:19])=[CH:14][CH:15]=2)[C:10]([C:27]2[N:28](C(OC(C)(C)C)=O)[C:29]3[C:34]([CH:35]=2)=[CH:33][C:32]([O:36][CH2:37][CH2:38][N:39]2[CH2:44][CH2:43][O:42][CH2:41][CH2:40]2)=[CH:31][CH:30]=3)=[N:9]1)=O)(C)(C)C. Given the product [N:39]1([CH2:38][CH2:37][O:36][C:32]2[CH:33]=[C:34]3[C:29](=[CH:30][CH:31]=2)[NH:28][C:27]([C:10]2[C:11]4[C:16](=[CH:15][CH:14]=[C:13]([O:17][P:18]([CH3:26])([C:20]5[CH:21]=[CH:22][CH:23]=[CH:24][CH:25]=5)=[O:19])[CH:12]=4)[NH:8][N:9]=2)=[CH:35]3)[CH2:40][CH2:41][O:42][CH2:43][CH2:44]1, predict the reactants needed to synthesize it. (3) Given the product [Br:36][C:37]1[CH:42]=[CH:41][C:40]([Cl:43])=[C:39]([O:44][CH:1]([CH3:6])[CH3:2])[CH:38]=1, predict the reactants needed to synthesize it. The reactants are: [C:1]1(P(C2C=CC=CC=2)C2C=CC=CC=2)[CH:6]=CC=C[CH:2]=1.CCOC(/N=N/C(OCC)=O)=O.C(O)(C)C.[Br:36][C:37]1[CH:38]=[C:39]([OH:44])[C:40]([Cl:43])=[CH:41][CH:42]=1. (4) The reactants are: [Br:1][C:2]1[C:3](=[O:28])[N:4]([C:20]2[C:25]([F:26])=[CH:24][CH:23]=[CH:22][C:21]=2[F:27])[C:5]([CH3:19])=[C:6](I)[C:7]=1[O:8][CH2:9][C:10]1[CH:15]=[CH:14][C:13]([F:16])=[CH:12][C:11]=1[F:17].[CH2:29]([Sn](CCCC)(CCCC)C=C)[CH2:30]CC.C(#N)C.O. Given the product [Br:1][C:2]1[C:3](=[O:28])[N:4]([C:20]2[C:25]([F:26])=[CH:24][CH:23]=[CH:22][C:21]=2[F:27])[C:5]([CH3:19])=[C:6]([CH:29]=[CH2:30])[C:7]=1[O:8][CH2:9][C:10]1[CH:15]=[CH:14][C:13]([F:16])=[CH:12][C:11]=1[F:17], predict the reactants needed to synthesize it. (5) Given the product [C:17]([O:16][C:15]([NH:14][C:6]1([CH2:52][NH:53][C:47]2([C:48]([O:50][CH3:55])=[O:49])[CH2:27][CH2:28][CH2:23][CH2:24]2)[C:7]2[C:3](=[C:2]([F:1])[CH:10]=[C:9]([F:11])[CH:8]=2)[CH2:4][CH2:5]1)=[O:21])([CH3:19])([CH3:18])[CH3:20], predict the reactants needed to synthesize it. The reactants are: [F:1][C:2]1[CH:10]=[C:9]([F:11])[CH:8]=[C:7]2[C:3]=1[CH2:4][CH2:5][C:6]2([NH:14][C:15](=[O:21])[O:16][C:17]([CH3:20])([CH3:19])[CH3:18])C=O.F[C:23]1[CH:24]=C([C@H]2N(CC(OCC)=O)C(=O)C3(CCCC3)NC2)C=[C:27](F)[CH:28]=1.[CH3:47][C:48]([OH:50])=[O:49].[BH3-][C:52]#[N:53].[Na+].[CH3:55]O. (6) Given the product [CH3:1][C:2]([CH2:10][CH2:11][CH2:12][CH:13]([CH3:25])[CH2:14][CH2:15][CH2:16][CH:17]([CH3:24])[CH2:18][CH2:19][CH2:20][CH:21]([CH3:23])[CH3:22])=[CH:3][CH2:4][CH2:5][C:6]([O:8][CH2:9][C@@H:26]([C@@H:27]([CH2:29][OH:30])[OH:28])[OH:33])=[O:7], predict the reactants needed to synthesize it. The reactants are: [CH3:1][C:2]([CH2:10][CH2:11][CH2:12][CH:13]([CH3:25])[CH2:14][CH2:15][CH2:16][CH:17]([CH3:24])[CH2:18][CH2:19][CH2:20][CH:21]([CH3:23])[CH3:22])=[CH:3][CH2:4][CH2:5][C:6]([O:8][CH3:9])=[O:7].[CH2:26]([OH:33])[C@@H:27]([C@@H:29](CO)[OH:30])[OH:28].C(=O)([O-])[O-].[K+].[K+].C(O)=O.